Dataset: Reaction yield outcomes from USPTO patents with 853,638 reactions. Task: Predict the reaction yield, written as a fraction of the theoretical maximum amount of product (1.0 means a 100% yield; for example, 0.34 means a 34% yield). (1) The reactants are C(O[C:6]([N:8]1[CH2:13][CH2:12][N:11]([C:14]2[C:15](=[O:33])[N:16]([CH2:29][CH:30]([CH3:32])[CH3:31])[N:17]=[C:18]([C:21]3[CH:26]=[CH:25][C:24](C)=[C:23](F)[CH:22]=3)[C:19]=2[CH3:20])[CH2:10][CH2:9]1)=O)(C)(C)C.C(N1C(=O)C(C[O:46][S:47]([CH3:50])(=O)=O)=CC(C2C=CC(S(C)=O)=CC=2)=N1)C(C)C.CN1CCNCC1. No catalyst specified. The product is [CH2:29]([N:16]1[C:15](=[O:33])[C:14]([N:11]2[CH2:12][CH2:13][N:8]([CH3:6])[CH2:9][CH2:10]2)=[C:19]([CH3:20])[C:18]([C:21]2[CH:26]=[CH:25][C:24]([S:47]([CH3:50])=[O:46])=[CH:23][CH:22]=2)=[N:17]1)[CH:30]([CH3:32])[CH3:31]. The yield is 0.618. (2) The reactants are C([O:14][C:15]1[C:26]2[C:25](=[O:27])[N:24]([CH2:28][C:29]3[CH:34]=[CH:33][C:32]([F:35])=[CH:31][CH:30]=3)[CH:23](O)[C:22]=2[C:21]([O:37][CH3:38])=[C:20]2[C:16]=1[N:17]=[CH:18][N:19]2[CH2:39]C1C=CC=CC=1)(C1C=CC=CC=1)C1C=CC=CC=1.C([SiH](CC)CC)C.FC(F)(F)C(O)=O. The catalyst is C(Cl)Cl. The product is [F:35][C:32]1[CH:33]=[CH:34][C:29]([CH2:28][N:24]2[C:25](=[O:27])[C:26]3[C:22](=[C:21]([O:37][CH3:38])[C:20]4[N:19]=[CH:39][CH:18]=[N:17][C:16]=4[C:15]=3[OH:14])[CH2:23]2)=[CH:30][CH:31]=1. The yield is 1.00. (3) The reactants are [OH:1][C@H:2]1[C@H:7]([CH2:8][NH:9]CC2C=CC=CC=2)[CH2:6][CH2:5][N:4]([C:17]([O:19][C:20]([CH3:23])([CH3:22])[CH3:21])=[O:18])[CH2:3]1. The catalyst is CO.[Pd]. The product is [NH2:9][CH2:8][C@@H:7]1[CH2:6][CH2:5][N:4]([C:17]([O:19][C:20]([CH3:22])([CH3:21])[CH3:23])=[O:18])[CH2:3][C@H:2]1[OH:1]. The yield is 0.760. (4) The reactants are [CH3:1][C:2]12[CH2:22][CH:6]([N:7]([C:9]([C:11]3[CH:19]=[C:18]4[C:14]([C:15]([C:20]#[N:21])=[CH:16][NH:17]4)=[CH:13][CH:12]=3)=[O:10])[CH2:8]1)[CH2:5][C:4]([CH3:24])([CH3:23])[CH2:3]2.[OH-:25].[Na+].OO. The catalyst is O1CCOCC1. The product is [CH3:1][C:2]12[CH2:22][CH:6]([N:7]([C:9]([C:11]3[CH:19]=[C:18]4[C:14]([C:15]([C:20]([NH2:21])=[O:25])=[CH:16][NH:17]4)=[CH:13][CH:12]=3)=[O:10])[CH2:8]1)[CH2:5][C:4]([CH3:24])([CH3:23])[CH2:3]2. The yield is 0.210.